Dataset: Reaction yield outcomes from USPTO patents with 853,638 reactions. Task: Predict the reaction yield, written as a fraction of the theoretical maximum amount of product (1.0 means a 100% yield; for example, 0.34 means a 34% yield). The reactants are [OH:1][C:2]1[CH:11]=[C:10]2[C:5]([CH2:6][CH2:7][CH:8]([C:12]([O:14][CH2:15][CH3:16])=[O:13])[O:9]2)=[CH:4][CH:3]=1.Br[CH2:18][CH2:19][CH2:20][O:21][CH2:22][C:23]1[CH:28]=[CH:27][CH:26]=[CH:25][CH:24]=1.C(=O)([O-])[O-].[K+].[K+]. The catalyst is [I-].C([N+](CCCC)(CCCC)CCCC)CCC.CC(C)=O. The product is [CH2:22]([O:21][CH2:20][CH2:19][CH2:18][O:1][C:2]1[CH:11]=[C:10]2[C:5]([CH2:6][CH2:7][CH:8]([C:12]([O:14][CH2:15][CH3:16])=[O:13])[O:9]2)=[CH:4][CH:3]=1)[C:23]1[CH:28]=[CH:27][CH:26]=[CH:25][CH:24]=1. The yield is 0.660.